This data is from Forward reaction prediction with 1.9M reactions from USPTO patents (1976-2016). The task is: Predict the product of the given reaction. (1) Given the reactants Br[C:2]1[CH:3]=[CH:4][CH:5]=[C:6]2[C:10]=1[NH:9][C:8]([C:11]([O:13][CH2:14][CH3:15])=[O:12])=[C:7]2[CH2:16][CH2:17][CH2:18][O:19][C:20]1[CH:25]=[C:24]([CH3:26])[C:23]([Cl:27])=[C:22]([CH3:28])[CH:21]=1.[CH3:29][C:30]1[C:34](B(O)O)=[C:33]([CH3:38])[O:32][N:31]=1, predict the reaction product. The product is: [Cl:27][C:23]1[C:24]([CH3:26])=[CH:25][C:20]([O:19][CH2:18][CH2:17][CH2:16][C:7]2[C:6]3[C:10](=[C:2]([C:34]4[C:30]([CH3:29])=[N:31][O:32][C:33]=4[CH3:38])[CH:3]=[CH:4][CH:5]=3)[NH:9][C:8]=2[C:11]([O:13][CH2:14][CH3:15])=[O:12])=[CH:21][C:22]=1[CH3:28]. (2) Given the reactants [CH2:1]([C@@H:5]1[NH:10][CH2:9][C@H:8]([CH2:11][CH:12]([CH3:14])[CH3:13])[NH:7][C:6]1=[O:15])[CH:2]([CH3:4])[CH3:3].[F:16][C:17]1[CH:22]=[C:21]([F:23])[CH:20]=[CH:19][C:18]=1[C:24]#[C:25][C:26](O)=[O:27].C(C1N(C(=O)C#CC2C=CC=CC=2)CC(CC(C)C)NC1=O)C(C)C, predict the reaction product. The product is: [F:16][C:17]1[CH:22]=[C:21]([F:23])[CH:20]=[CH:19][C:18]=1[C:24]#[C:25][C:26]([N:10]1[CH2:9][CH:8]([CH2:11][CH:12]([CH3:14])[CH3:13])[NH:7][C:6](=[O:15])[CH:5]1[CH2:1][CH:2]([CH3:4])[CH3:3])=[O:27]. (3) Given the reactants [Br:1][CH2:2][CH2:3][CH2:4][CH2:5]Cl.[OH:7][C:8]1[CH:17]=[C:16]2[C:11]([CH2:12][CH2:13][C:14](=[O:18])[NH:15]2)=[CH:10][CH:9]=1.[OH-].[Na+].O, predict the reaction product. The product is: [Br:1][CH2:2][CH2:3][CH2:4][CH2:5][O:7][C:8]1[CH:17]=[C:16]2[C:11]([CH2:12][CH2:13][C:14](=[O:18])[NH:15]2)=[CH:10][CH:9]=1. (4) Given the reactants [Cl:1][CH2:2][C:3](Cl)=[O:4].N1C=CC=CC=1.[CH:12]1([CH2:18][N:19]2[C:27]3[C:22](=[CH:23][CH:24]=[CH:25][C:26]=3[O:28][CH3:29])[CH:21]=[CH:20]2)[CH2:17][CH2:16][CH2:15][CH2:14][CH2:13]1.O, predict the reaction product. The product is: [Cl:1][CH2:2][C:3]([C:21]1[C:22]2[C:27](=[C:26]([O:28][CH3:29])[CH:25]=[CH:24][CH:23]=2)[N:19]([CH2:18][CH:12]2[CH2:17][CH2:16][CH2:15][CH2:14][CH2:13]2)[CH:20]=1)=[O:4]. (5) The product is: [C:28]([C:21]1[CH:22]=[C:23]([CH2:26][CH3:27])[CH:24]=[CH:25][C:20]=1[O:19][CH:17]([CH3:18])[CH2:16][CH2:15][C:12]1[CH:13]=[CH:14][C:9]([O:8][CH2:7][C:6]([OH:37])=[O:5])=[C:10]([CH3:36])[CH:11]=1)(=[O:35])[C:29]1[CH:30]=[CH:31][CH:32]=[CH:33][CH:34]=1. Given the reactants [OH-].[Na+].C([O:5][C:6](=[O:37])[CH2:7][O:8][C:9]1[CH:14]=[CH:13][C:12]([CH2:15][CH2:16][CH:17]([O:19][C:20]2[CH:25]=[CH:24][C:23]([CH2:26][CH3:27])=[CH:22][C:21]=2[C:28](=[O:35])[C:29]2[CH:34]=[CH:33][CH:32]=[CH:31][CH:30]=2)[CH3:18])=[CH:11][C:10]=1[CH3:36])C.Cl, predict the reaction product. (6) Given the reactants [NH2:1][C:2]1[CH:7]=[N:6][CH:5]=[CH:4][N:3]=1.[F:8][C:9](F)(F)[C:10]([C:12]([F:15])([F:14])[F:13])=O.[Sn](Cl)Cl.[F-].[K+], predict the reaction product. The product is: [F:8][C:9]1[N:3]2[CH:4]=[CH:5][N:6]=[CH:7][C:2]2=[N:1][C:10]=1[C:12]([F:15])([F:14])[F:13]. (7) Given the reactants [CH3:1][Si:2]([CH3:30])([CH3:29])[CH2:3][CH2:4][O:5][CH2:6][N:7]1[C:11]2[N:12]=[CH:13][N:14]=[C:15]([C:16]3[CH:17]=[N:18][N:19]([C@@H:21]4[CH2:26][CH2:25][C@H:24]([CH2:27][OH:28])[CH2:23][CH2:22]4)[CH:20]=3)[C:10]=2[CH:9]=[CH:8]1.[CH3:31][S:32](Cl)(=[O:34])=[O:33], predict the reaction product. The product is: [CH3:31][S:32]([O:28][CH2:27][C@H:24]1[CH2:23][CH2:22][C@@H:21]([N:19]2[CH:20]=[C:16]([C:15]3[C:10]4[CH:9]=[CH:8][N:7]([CH2:6][O:5][CH2:4][CH2:3][Si:2]([CH3:30])([CH3:29])[CH3:1])[C:11]=4[N:12]=[CH:13][N:14]=3)[CH:17]=[N:18]2)[CH2:26][CH2:25]1)(=[O:34])=[O:33]. (8) Given the reactants [CH3:1][O:2][C:3]1[CH:4]=[C:5]([NH:15][C:16]([NH2:18])=[S:17])[CH:6]=[C:7]([C:9]2[CH:14]=[CH:13][CH:12]=[CH:11][CH:10]=2)[CH:8]=1.BrBr, predict the reaction product. The product is: [CH3:1][O:2][C:3]1[CH:8]=[C:7]([C:9]2[CH:14]=[CH:13][CH:12]=[CH:11][CH:10]=2)[C:6]2[S:17][C:16]([NH2:18])=[N:15][C:5]=2[CH:4]=1. (9) Given the reactants [O:1]1CCCO[CH:2]1[C:7]1[N:12]=[CH:11][C:10]([C:13]2[S:21][C:20]3[C:15](=[N:16][CH:17]=[CH:18][C:19]=3[O:22][C:23]3[CH:28]=[CH:27][C:26]([NH:29][C:30]([NH:32][CH:33]4[CH2:35][CH2:34]4)=[O:31])=[CH:25][C:24]=3[F:36])[CH:14]=2)=[CH:9][CH:8]=1.CC(O)=O.O, predict the reaction product. The product is: [CH:33]1([NH:32][C:30]([NH:29][C:26]2[CH:27]=[CH:28][C:23]([O:22][C:19]3[CH:18]=[CH:17][N:16]=[C:15]4[CH:14]=[C:13]([C:10]5[CH:11]=[N:12][C:7]([CH:2]=[O:1])=[CH:8][CH:9]=5)[S:21][C:20]=34)=[C:24]([F:36])[CH:25]=2)=[O:31])[CH2:34][CH2:35]1.